From a dataset of Peptide-MHC class II binding affinity with 134,281 pairs from IEDB. Regression. Given a peptide amino acid sequence and an MHC pseudo amino acid sequence, predict their binding affinity value. This is MHC class II binding data. (1) The peptide sequence is GNQNFLTVFDSTSCN. The MHC is DRB1_0901 with pseudo-sequence DRB1_0901. The binding affinity (normalized) is 0.232. (2) The peptide sequence is ATAAAAAAVDRGDPP. The MHC is HLA-DPA10103-DPB10201 with pseudo-sequence HLA-DPA10103-DPB10201. The binding affinity (normalized) is 0. (3) The peptide sequence is DPKMLELMRLYITIH. The MHC is DRB1_0301 with pseudo-sequence DRB1_0301. The binding affinity (normalized) is 0. (4) The peptide sequence is KNVLKVGRLSAEELM. The MHC is DRB1_1302 with pseudo-sequence DRB1_1302. The binding affinity (normalized) is 0.472. (5) The peptide sequence is AFQGLFGGLNWITKV. The MHC is DRB5_0101 with pseudo-sequence DRB5_0101. The binding affinity (normalized) is 0.392. (6) The peptide sequence is AKGSRAIWYMWLGAR. The MHC is DRB1_0401 with pseudo-sequence DRB1_0401. The binding affinity (normalized) is 0.267.